This data is from Peptide-MHC class II binding affinity with 134,281 pairs from IEDB. The task is: Regression. Given a peptide amino acid sequence and an MHC pseudo amino acid sequence, predict their binding affinity value. This is MHC class II binding data. (1) The MHC is DRB5_0101 with pseudo-sequence DRB5_0101. The binding affinity (normalized) is 0. The peptide sequence is MLRKKQITVLDLHPGAGK. (2) The peptide sequence is YDEPMTPGQCNMVVE. The MHC is HLA-DQA10104-DQB10503 with pseudo-sequence HLA-DQA10104-DQB10503. The binding affinity (normalized) is 0.0720. (3) The peptide sequence is HKSGSSIGKAFTTTLKGA. The MHC is DRB1_1101 with pseudo-sequence DRB1_1101. The binding affinity (normalized) is 0.190. (4) The peptide sequence is PGMAKIPAGELQIID. The MHC is DRB1_0401 with pseudo-sequence DRB1_0401. The binding affinity (normalized) is 0.106.